This data is from Peptide-MHC class I binding affinity with 185,985 pairs from IEDB/IMGT. The task is: Regression. Given a peptide amino acid sequence and an MHC pseudo amino acid sequence, predict their binding affinity value. This is MHC class I binding data. The peptide sequence is SLQTIASKK. The MHC is HLA-A11:01 with pseudo-sequence HLA-A11:01. The binding affinity (normalized) is 0.769.